The task is: Predict which catalyst facilitates the given reaction.. This data is from Catalyst prediction with 721,799 reactions and 888 catalyst types from USPTO. (1) Reactant: [CH3:1][O:2][C:3]1[CH:4]=[C:5]2[C:10](=[CH:11][C:12]=1[O:13][CH3:14])[N:9]=[CH:8][NH:7][C:6]2=O.O.C([O-])([O-])=O.[Na+].[Na+].S(Cl)([Cl:25])=O. Product: [Cl:25][C:6]1[C:5]2[C:10](=[CH:11][C:12]([O:13][CH3:14])=[C:3]([O:2][CH3:1])[CH:4]=2)[N:9]=[CH:8][N:7]=1. The catalyst class is: 204. (2) Reactant: Cl[C:2]1[CH:3]=[C:4]([CH:8]=[CH:9][C:10]=1Cl)[C:5](Cl)=[O:6].CC[N:14](CC)CC.[OH-].[Na+]. Product: [C:5]([NH2:14])(=[O:6])[C:4]1[CH:8]=[CH:9][CH:10]=[CH:2][CH:3]=1. The catalyst class is: 1. (3) Reactant: Cl.[I:2][C:3]1[CH:8]=[N:7][C:6]([O:9][CH2:10][CH:11]2[CH2:16][CH2:15][NH:14][CH2:13][CH2:12]2)=[CH:5][N:4]=1.[CH3:17][C:18]1([CH3:21])[CH2:20][O:19]1.C([O-])([O-])=O.[K+].[K+].CCO. Product: [I:2][C:3]1[N:4]=[CH:5][C:6]([O:9][CH2:10][CH:11]2[CH2:16][CH2:15][N:14]([CH2:17][C:18]([CH3:21])([OH:19])[CH3:20])[CH2:13][CH2:12]2)=[N:7][CH:8]=1. The catalyst class is: 6. (4) Reactant: [N:1]1[CH:6]=[CH:5][C:4]([C:7]#[C:8][C:9]2[CH:10]=[C:11]([O:28][C:29]([F:32])([F:31])[F:30])[CH:12]=[C:13]3[C:18]=2[O:17][CH:16]([C:19]([F:22])([F:21])[F:20])[C:15]([C:23]([O:25]CC)=[O:24])=[CH:14]3)=[CH:3][CH:2]=1. Product: [N:1]1[CH:6]=[CH:5][C:4]([C:7]#[C:8][C:9]2[CH:10]=[C:11]([O:28][C:29]([F:32])([F:30])[F:31])[CH:12]=[C:13]3[C:18]=2[O:17][CH:16]([C:19]([F:22])([F:21])[F:20])[C:15]([C:23]([OH:25])=[O:24])=[CH:14]3)=[CH:3][CH:2]=1. The catalyst class is: 52. (5) Reactant: [NH2:1][C:2]([CH3:27])([CH3:26])[CH2:3][NH:4][C:5]1[C:14]2[C:9](=[CH:10][C:11]([O:15][CH2:16][C:17]3[CH:22]=[CH:21][CH:20]=[CH:19][CH:18]=3)=[CH:12][CH:13]=2)[N:8]=[CH:7][C:6]=1[N+:23]([O-:25])=[O:24].C(N(CC)CC)C.[CH3:35][S:36](O[S:36]([CH3:35])(=[O:38])=[O:37])(=[O:38])=[O:37].C(=O)(O)[O-].[Na+]. Product: [CH3:26][C:2]([NH:1][S:36]([CH3:35])(=[O:38])=[O:37])([CH3:27])[CH2:3][NH:4][C:5]1[C:14]2[C:9](=[CH:10][C:11]([O:15][CH2:16][C:17]3[CH:22]=[CH:21][CH:20]=[CH:19][CH:18]=3)=[CH:12][CH:13]=2)[N:8]=[CH:7][C:6]=1[N+:23]([O-:25])=[O:24]. The catalyst class is: 4. (6) Reactant: C(=O)([O-])[O-].[K+].[K+].[Br:7][C:8]1[CH:13]=[CH:12][C:11]([NH:14][C:15](=[O:18])[CH2:16]Cl)=[CH:10][CH:9]=1.[OH:19][C:20]1[CH:29]=[CH:28][CH:27]=[CH:26][C:21]=1[C:22]([O:24][CH3:25])=[O:23].Cl. Product: [Br:7][C:8]1[CH:13]=[CH:12][C:11]([NH:14][C:15](=[O:18])[CH2:16][O:19][C:20]2[CH:29]=[CH:28][CH:27]=[CH:26][C:21]=2[C:22]([O:24][CH3:25])=[O:23])=[CH:10][CH:9]=1. The catalyst class is: 3.